Predict the reaction yield, written as a fraction of the theoretical maximum amount of product (1.0 means a 100% yield; for example, 0.34 means a 34% yield). From a dataset of Reaction yield outcomes from USPTO patents with 853,638 reactions. (1) The reactants are Br[C:2]1[CH:9]=[CH:8][C:5]([CH:6]=[O:7])=[C:4]([F:10])[CH:3]=1.[C:11]([O:15][CH3:16])(=[O:14])[CH:12]=[CH2:13].C1(C)C=CC=CC=1P(C1C=CC=CC=1C)C1C=CC=CC=1C.C(N(CC)CC)C. The catalyst is C([O-])(=O)C.[Pd+2].C([O-])(=O)C.O.CC(N(C)C)=O. The product is [F:10][C:4]1[CH:3]=[C:2](/[CH:13]=[CH:12]/[C:11]([O:15][CH3:16])=[O:14])[CH:9]=[CH:8][C:5]=1[CH:6]=[O:7]. The yield is 0.710. (2) The yield is 0.880. The product is [F:12][C:13]1[CH:18]=[CH:17][C:16]([S:19]([NH:5][CH2:1][CH:2]([CH3:4])[CH3:3])(=[O:21])=[O:20])=[CH:15][CH:14]=1. The reactants are [CH2:1]([NH2:5])[CH:2]([CH3:4])[CH3:3].N1C=CC=CC=1.[F:12][C:13]1[CH:18]=[CH:17][C:16]([S:19](Cl)(=[O:21])=[O:20])=[CH:15][CH:14]=1. The catalyst is C(Cl)Cl. (3) The reactants are [NH2:1][C:2]1[CH:7]=[CH:6][C:5]([Cl:8])=[CH:4][N:3]=1.C[Si]([N-][Si](C)(C)C)(C)C.[K+].C1(C)C=CC=CC=1.[Cl:26][C:27]1[CH:38]=[C:31]2[C:32](OC(=O)[NH:36][C:30]2=[CH:29][CH:28]=1)=[O:33]. The catalyst is O1CCCC1. The product is [NH2:36][C:30]1[CH:29]=[CH:28][C:27]([Cl:26])=[CH:38][C:31]=1[C:32]([NH:1][C:2]1[CH:7]=[CH:6][C:5]([Cl:8])=[CH:4][N:3]=1)=[O:33]. The yield is 1.00. (4) The reactants are [F:1][C:2]1[CH:3]=[CH:4][C:5]2[S:9][C:8]([CH2:10][N:11]3[C:20](=[O:21])[C:19]4[N:18]([CH2:22][C:23]#[C:24][CH3:25])[C:17]([N:26]5[CH2:31][CH2:30][CH2:29][C@@H:28]([NH2:32])[CH2:27]5)=[N:16][C:15]=4[N:14]([CH3:33])[C:12]3=[O:13])=[N:7][C:6]=2[CH:34]=1.[ClH:35]. The catalyst is ClCCl. The product is [ClH:35].[F:1][C:2]1[CH:3]=[CH:4][C:5]2[S:9][C:8]([CH2:10][N:11]3[C:20](=[O:21])[C:19]4[N:18]([CH2:22][C:23]#[C:24][CH3:25])[C:17]([N:26]5[CH2:31][CH2:30][CH2:29][C@@H:28]([NH2:32])[CH2:27]5)=[N:16][C:15]=4[N:14]([CH3:33])[C:12]3=[O:13])=[N:7][C:6]=2[CH:34]=1. The yield is 0.760. (5) The reactants are [CH3:1][C:2]1[C:16](=[O:17])[N:15]=[C:14]2[N:4]([C@@H:5]3[O:9][C@H:8]([CH2:10][OH:11])[C@@H:7]([OH:12])[C@@H:6]3[O:13]2)[CH:3]=1.[CH3:18][O:19][CH2:20][CH2:21][O:22]B([O:22][CH2:21][CH2:20][O:19][CH3:18])[O:22][CH2:21][CH2:20][O:19][CH3:18]. The catalyst is COCCO. The product is [CH3:18][O:19][CH2:20][CH2:21][O:22][C@@H:6]1[C@H:7]([OH:12])[C@@H:8]([CH2:10][OH:11])[O:9][C@H:5]1[N:4]1[CH:3]=[C:2]([CH3:1])[C:16](=[O:17])[NH:15][C:14]1=[O:13]. The yield is 0.630.